Dataset: Catalyst prediction with 721,799 reactions and 888 catalyst types from USPTO. Task: Predict which catalyst facilitates the given reaction. (1) Reactant: [CH3:1][C:2]1[N:3]=[C:4]([C:19]2[N:23]([CH:24]3[CH2:29][CH2:28][CH2:27][CH2:26][O:25]3)[N:22]=[CH:21][CH:20]=2)[C:5]2[CH2:11][CH2:10][N:9]([C:12]([O:14]C(C)(C)C)=O)[CH2:8][C:6]=2[N:7]=1.C(O)(C(F)(F)F)=O.CCN(C(C)C)C(C)C.[Cl:46][C:47]1[C:55]([C:56]([F:59])([F:58])[F:57])=[CH:54][CH:53]=[CH:52][C:48]=1C(O)=O.CN(C(ON1N=NC2C=CC=NC1=2)=[N+](C)C)C.F[P-](F)(F)(F)(F)F. Product: [Cl:46][C:47]1[C:55]([C:56]([F:57])([F:58])[F:59])=[CH:54][CH:53]=[CH:52][C:48]=1[C:12]([N:9]1[CH2:10][CH2:11][C:5]2[C:4]([C:19]3[N:23]([CH:24]4[CH2:29][CH2:28][CH2:27][CH2:26][O:25]4)[N:22]=[CH:21][CH:20]=3)=[N:3][C:2]([CH3:1])=[N:7][C:6]=2[CH2:8]1)=[O:14]. The catalyst class is: 2. (2) Reactant: [CH2:1]([C@H:3]1[N:6]([C:7]2[CH:12]=[CH:11][C:10]([C:13]([F:16])([F:15])[F:14])=[CH:9][CH:8]=2)[C:5](=[O:17])[CH2:4]1)[CH3:2].[C:18](=[O:28])([O:20][CH2:21][C:22]1[CH:27]=[CH:26][CH:25]=[CH:24][CH:23]=1)[NH2:19].CC(C)([O-])C.[Li+].O1CCCC1.O. Product: [F:16][C:13]([F:14])([F:15])[C:10]1[CH:9]=[CH:8][C:7]([NH:6][C@H:3]([CH2:1][CH3:2])[CH2:4][C:5]([NH:19][C:18](=[O:28])[O:20][CH2:21][C:22]2[CH:23]=[CH:24][CH:25]=[CH:26][CH:27]=2)=[O:17])=[CH:12][CH:11]=1. The catalyst class is: 54. (3) Reactant: Br[C:2]1[CH:10]=[CH:9][C:5]([C:6]([NH2:8])=[O:7])=[CH:4][N:3]=1.C[Sn](C)C.C[Sn](C)C.Br[C:20]1[CH:21]=[N:22][N:23]2[CH:28]=[CH:27][C:26]([C:29]([N:31]([C:35]3[CH:40]=[CH:39][C:38]([C:41]#[N:42])=[CH:37][CH:36]=3)[CH:32]3[CH2:34][CH2:33]3)=[O:30])=[CH:25][C:24]=12. Product: [C:6]([C:5]1[CH:9]=[CH:10][C:2]([C:20]2[CH:21]=[N:22][N:23]3[CH:28]=[CH:27][C:26]([C:29]([N:31]([C:35]4[CH:36]=[CH:37][C:38]([C:41]#[N:42])=[CH:39][CH:40]=4)[CH:32]4[CH2:34][CH2:33]4)=[O:30])=[CH:25][C:24]=23)=[N:3][CH:4]=1)(=[O:7])[NH2:8]. The catalyst class is: 853.